This data is from Full USPTO retrosynthesis dataset with 1.9M reactions from patents (1976-2016). The task is: Predict the reactants needed to synthesize the given product. (1) Given the product [Cl:21][C:22]1[C:23]([C:9]2[CH:10]=[CH:11][C:12]([N:15]3[CH2:16][CH2:17][CH2:18][CH2:19]3)=[CH:13][CH:14]=2)=[CH:24][C:25]2[N:29]=[C:28]([O:30][C@H:31]3[CH2:36][O:35][C@H:34]([CH2:37][OH:38])[C@@H:33]([OH:39])[CH2:32]3)[NH:27][C:26]=2[CH:40]=1, predict the reactants needed to synthesize it. The reactants are: CC1(C)C(C)(C)OB([C:9]2[CH:14]=[CH:13][C:12]([N:15]3[CH2:19][CH2:18][CH2:17][CH2:16]3)=[CH:11][CH:10]=2)O1.[Cl:21][C:22]1[C:23](I)=[CH:24][C:25]2[N:29]=[C:28]([O:30][C@H:31]3[CH2:36][O:35][C@H:34]([CH2:37][OH:38])[C@@H:33]([OH:39])[CH2:32]3)[NH:27][C:26]=2[CH:40]=1.O.CCOC(C)=O. (2) Given the product [Si:1]([O:8][C@@H:9]1[CH2:14][CH2:13][C@H:12]([N:15]2[CH2:19][CH2:18][C@:17]3([CH2:24][CH2:23][CH2:22][NH:21][CH2:20]3)[C:16]2=[O:25])[CH2:11][CH2:10]1)([C:4]([CH3:7])([CH3:5])[CH3:6])([CH3:3])[CH3:2], predict the reactants needed to synthesize it. The reactants are: [Si:1]([O:8][C@@H:9]1[CH2:14][CH2:13][C@H:12]([N:15]2[CH2:19][CH2:18][C:17]3([CH2:24][CH2:23][CH2:22][NH:21][CH2:20]3)[C:16]2=[O:25])[CH2:11][CH2:10]1)([C:4]([CH3:7])([CH3:6])[CH3:5])([CH3:3])[CH3:2].CO.O[C@H](C1C=CC=CC=1)C(O)=O. (3) Given the product [CH3:40][N:39]([CH3:41])[C:31]1[CH:32]=[CH:33][CH:34]=[C:35]2[C:30]=1[N:29]=[C:28]([C:26]([OH:27])=[O:25])[CH:37]=[C:36]2[OH:38], predict the reactants needed to synthesize it. The reactants are: COC(C1C=C(O)C2C(=C(OCC3C=CC=CC=3)C=CC=2)N=1)=O.C[O:25][C:26]([C:28]1[CH:37]=[C:36]([OH:38])[C:35]2[C:30](=[C:31]([N:39]([CH3:41])[CH3:40])[CH:32]=[CH:33][CH:34]=2)[N:29]=1)=[O:27]. (4) Given the product [Br:1][C:2]1[CH:3]=[C:4]([CH:5]=[C:6]([O:8][CH3:9])[CH:7]=1)[CH2:10][NH:11][C:15]1[C:16]([Cl:20])=[CH:17][N:18]=[C:13]([Cl:12])[N:14]=1, predict the reactants needed to synthesize it. The reactants are: [Br:1][C:2]1[CH:3]=[C:4]([CH2:10][NH2:11])[CH:5]=[C:6]([O:8][CH3:9])[CH:7]=1.[Cl:12][C:13]1[N:18]=[C:17](Cl)[C:16]([Cl:20])=[CH:15][N:14]=1.C(=O)([O-])[O-].[K+].[K+]. (5) Given the product [CH2:9]([O:8][C:5]1[CH:6]=[CH:7][C:2]([C:21]#[C:20][C:18]([CH3:19])([OH:22])[CH3:17])=[CH:3][CH:4]=1)[CH2:10][CH2:11][CH2:12][CH2:13][CH2:14][CH2:15][CH3:16], predict the reactants needed to synthesize it. The reactants are: Br[C:2]1[CH:7]=[CH:6][C:5]([O:8][CH2:9][CH2:10][CH2:11][CH2:12][CH2:13][CH2:14][CH2:15][CH3:16])=[CH:4][CH:3]=1.[CH3:17][C:18]([OH:22])([C:20]#[CH:21])[CH3:19].C(NC(C)C)(C)C.C(P(C(C)(C)C)C(C)(C)C)(C)(C)C.